From a dataset of Forward reaction prediction with 1.9M reactions from USPTO patents (1976-2016). Predict the product of the given reaction. (1) Given the reactants C(Cl)CCl.[F:5][C:6]1[CH:7]=[CH:8][C:9]([NH:12][NH2:13])=[N:10][CH:11]=1.[C:14]([O:18][C:19]([N:21]1[CH2:26][CH2:25][CH:24]([C:27](O)=[O:28])[CH2:23][CH2:22]1)=[O:20])([CH3:17])([CH3:16])[CH3:15].C1C=CC2N(O)N=NC=2C=1, predict the reaction product. The product is: [C:14]([O:18][C:19]([N:21]1[CH2:26][CH2:25][CH:24]([C:27]([NH:13][NH:12][C:9]2[CH:8]=[CH:7][C:6]([F:5])=[CH:11][N:10]=2)=[O:28])[CH2:23][CH2:22]1)=[O:20])([CH3:17])([CH3:16])[CH3:15]. (2) Given the reactants C(OC(CCCCC(O[C:18]1[C:27](=[O:28])[C:26]2[C:21](=[CH:22][CH:23]=[CH:24][CH:25]=2)[O:20][C:19]=1[C:29]1[CH:34]=[CH:33][C:32](OC(CCCCC(OCC2C=CC=CC=2)=O)=O)=[CH:31][CH:30]=1)=O)=O)C1C=CC=CC=1.[H][H].C1COCC1, predict the reaction product. The product is: [O:20]1[C:21]2[C:26](=[CH:25][CH:24]=[CH:23][CH:22]=2)[C:27](=[O:28])[CH:18]=[C:19]1[C:29]1[CH:34]=[CH:33][CH:32]=[CH:31][CH:30]=1. (3) Given the reactants [PH2](=O)[O-].[NH4+].C[Si](C)(C)N[Si](C)(C)C.C[Si](P([Si](C)(C)C)(=O)[O-])(C)C.[CH3:25][O:26][C:27]1[CH:68]=[CH:67][C:30]([C:31]([O:44][CH2:45][C@H:46]2[O:50][C@@H:49]([N:51]3[CH:58]=[C:57]([CH3:59])[C:55](=[O:56])[NH:54][C:52]3=[O:53])[C@H:48]([O:60][CH2:61][CH2:62][O:63][CH3:64])[C@@H:47]2[CH2:65]I)([C:38]2[CH:43]=[CH:42][CH:41]=[CH:40][CH:39]=2)[C:32]2[CH:37]=[CH:36][CH:35]=[CH:34][CH:33]=2)=[CH:29][CH:28]=1.C(N(C(C)C)CC)(C)C, predict the reaction product. The product is: [CH3:25][O:26][C:27]1[CH:28]=[CH:29][C:30]([C:31]([O:44][CH2:45][C@H:46]2[O:50][C@@H:49]([N:51]3[CH:58]=[C:57]([CH3:59])[C:55](=[O:56])[NH:54][C:52]3=[O:53])[C@H:48]([O:60][CH2:61][CH2:62][O:63][CH3:64])[C@@H:47]2[CH3:65])([C:32]2[CH:33]=[CH:34][CH:35]=[CH:36][CH:37]=2)[C:38]2[CH:43]=[CH:42][CH:41]=[CH:40][CH:39]=2)=[CH:67][CH:68]=1. (4) Given the reactants Cl[C:2]1[CH:7]=[C:6]([CH:8]([OH:10])[CH3:9])[CH:5]=[CH:4][N:3]=1.O.[NH2:12][NH2:13], predict the reaction product. The product is: [NH:12]([C:2]1[CH:7]=[C:6]([CH:8]([OH:10])[CH3:9])[CH:5]=[CH:4][N:3]=1)[NH2:13]. (5) Given the reactants C(OC(NC(C)(CC1C=CC=CC=1)COCC1C=C(C=C(N(S(C)(=O)=O)CCC)C=1)C(O)=O)=O)(C)(C)C.CC(N)C#CC.[NH2:44][C:45]([CH3:83])([CH2:76][C:77]1[CH:82]=[CH:81][CH:80]=[CH:79][CH:78]=1)[CH2:46][O:47][CH2:48][C:49]1[CH:50]=[C:51]([N:68]([CH2:73][CH2:74][CH3:75])[S:69]([CH3:72])(=[O:71])=[O:70])[CH:52]=[C:53]([C:55]([N:57]2[CH2:61][CH2:60][CH2:59][CH:58]2[C:62]2C=CC=CC=2)=[O:56])[CH:54]=1, predict the reaction product. The product is: [NH2:44][C:45]([CH3:83])([CH2:76][C:77]1[CH:78]=[CH:79][CH:80]=[CH:81][CH:82]=1)[CH2:46][O:47][CH2:48][C:49]1[CH:54]=[C:53]([CH:52]=[C:51]([N:68]([S:69]([CH3:72])(=[O:71])=[O:70])[CH2:73][CH2:74][CH3:75])[CH:50]=1)[C:55]([NH:57][CH:58]([CH3:62])[C:59]#[C:60][CH3:61])=[O:56]. (6) Given the reactants [NH2:1][C@@H:2]1[CH2:7][CH2:6][N:5]([C:8]([O:10][C:11]([CH3:14])([CH3:13])[CH3:12])=[O:9])[CH2:4][C@H:3]1[NH:15][C:16]([O:18][CH2:19][C:20]1[CH:25]=[CH:24][CH:23]=[CH:22][CH:21]=1)=[O:17].[Cl:26][C:27]1[N:28]=[C:29]([C:34](O)=[O:35])[NH:30][C:31]=1[CH2:32][CH3:33].CCN=C=NCCCN(C)C.Cl.C1C=CC2N(O)N=NC=2C=1, predict the reaction product. The product is: [CH2:19]([O:18][C:16]([NH:15][C@H:3]1[C@H:2]([NH:1][C:34]([C:29]2[NH:30][C:31]([CH2:32][CH3:33])=[C:27]([Cl:26])[N:28]=2)=[O:35])[CH2:7][CH2:6][N:5]([C:8]([O:10][C:11]([CH3:14])([CH3:13])[CH3:12])=[O:9])[CH2:4]1)=[O:17])[C:20]1[CH:25]=[CH:24][CH:23]=[CH:22][CH:21]=1. (7) Given the reactants [CH2:1]([O:8][C:9]([NH:11][C@@H:12]([C:20]([OH:22])=O)[C:13]1[CH:18]=[CH:17][C:16]([OH:19])=[CH:15][CH:14]=1)=[O:10])[C:2]1[CH:7]=[CH:6][CH:5]=[CH:4][CH:3]=1.[C:23]([O:27][C:28](=[O:33])[C@@H:29]([NH2:32])[CH2:30][CH3:31])([CH3:26])([CH3:25])[CH3:24].CN1CCOCC1.CN(C(ON1N=NC2C=CC=CC1=2)=[N+](C)C)C.[B-](F)(F)(F)F, predict the reaction product. The product is: [CH2:1]([O:8][C:9]([NH:11][C@@H:12]([C:20](=[O:22])[NH:32][C@H:29]([C:28]([O:27][C:23]([CH3:24])([CH3:26])[CH3:25])=[O:33])[CH2:30][CH3:31])[C:13]1[CH:14]=[CH:15][C:16]([OH:19])=[CH:17][CH:18]=1)=[O:10])[C:2]1[CH:3]=[CH:4][CH:5]=[CH:6][CH:7]=1. (8) Given the reactants [CH:1]([C:3]([OH:10])([CH2:7][CH2:8][CH3:9])[CH2:4][CH2:5][CH3:6])=[CH2:2].Br[C:12]1[CH:13]=[C:14]([CH:18]([OH:28])[CH2:19][CH2:20][NH:21][C:22](=[O:27])[C:23]([F:26])([F:25])[F:24])[CH:15]=[CH:16][CH:17]=1, predict the reaction product. The product is: [F:24][C:23]([F:25])([F:26])[C:22]([NH:21][CH2:20][CH2:19][CH:18]([OH:28])[C:14]1[CH:15]=[CH:16][CH:17]=[C:12](/[CH:2]=[CH:1]/[C:3]([OH:10])([CH2:7][CH2:8][CH3:9])[CH2:4][CH2:5][CH3:6])[CH:13]=1)=[O:27]. (9) The product is: [C:25]1([O:31][C:32]2[N:37]=[CH:36][C:35]([C:38]([NH:62][CH2:61][C:57]3[CH:58]=[C:59]4[C:54](=[CH:55][CH:56]=3)[NH:53][C:52]([C:51]([F:64])([F:50])[F:63])=[CH:60]4)=[O:40])=[CH:34][CH:33]=2)[CH:26]=[CH:27][CH:28]=[CH:29][CH:30]=1. Given the reactants CN(C(ON1N=NC2C=CC=NC1=2)=[N+](C)C)C.F[P-](F)(F)(F)(F)F.[C:25]1([O:31][C:32]2[N:37]=[CH:36][C:35]([C:38]([OH:40])=O)=[CH:34][CH:33]=2)[CH:30]=[CH:29][CH:28]=[CH:27][CH:26]=1.CCN(C(C)C)C(C)C.[F:50][C:51]([F:64])([F:63])[C:52]1[NH:53][C:54]2[C:59]([CH:60]=1)=[CH:58][C:57]([CH2:61][NH2:62])=[CH:56][CH:55]=2, predict the reaction product. (10) Given the reactants [CH:1]([C:4]1[N:8]2[CH:9]=[C:10]([C:14]3[CH:19]=[CH:18][C:17]([O:20][C:21]([F:24])([F:23])[F:22])=[CH:16][CH:15]=3)[CH:11]=[C:12]([NH2:13])[C:7]2=[N:6][N:5]=1)([CH3:3])[CH3:2].[C:25](OC(=O)C)(=[O:27])[CH3:26].C(N(CC)CC)C, predict the reaction product. The product is: [CH:1]([C:4]1[N:8]2[CH:9]=[C:10]([C:14]3[CH:15]=[CH:16][C:17]([O:20][C:21]([F:23])([F:22])[F:24])=[CH:18][CH:19]=3)[CH:11]=[C:12]([NH:13][C:25](=[O:27])[CH3:26])[C:7]2=[N:6][N:5]=1)([CH3:3])[CH3:2].